This data is from NCI-60 drug combinations with 297,098 pairs across 59 cell lines. The task is: Regression. Given two drug SMILES strings and cell line genomic features, predict the synergy score measuring deviation from expected non-interaction effect. (1) Drug 1: CN(C)C1=NC(=NC(=N1)N(C)C)N(C)C. Drug 2: C1=CC(=CC=C1CC(C(=O)O)N)N(CCCl)CCCl.Cl. Cell line: COLO 205. Synergy scores: CSS=43.3, Synergy_ZIP=15.2, Synergy_Bliss=20.2, Synergy_Loewe=-14.2, Synergy_HSA=13.5. (2) Drug 1: CC1C(C(CC(O1)OC2CC(CC3=C2C(=C4C(=C3O)C(=O)C5=C(C4=O)C(=CC=C5)OC)O)(C(=O)CO)O)N)O.Cl. Drug 2: CC12CCC3C(C1CCC2O)C(CC4=C3C=CC(=C4)O)CCCCCCCCCS(=O)CCCC(C(F)(F)F)(F)F. Cell line: SF-539. Synergy scores: CSS=31.0, Synergy_ZIP=-8.35, Synergy_Bliss=-20.7, Synergy_Loewe=-16.0, Synergy_HSA=-14.3.